From a dataset of Catalyst prediction with 721,799 reactions and 888 catalyst types from USPTO. Predict which catalyst facilitates the given reaction. (1) Reactant: [Br:1][C:2]1[CH:8]=[CH:7][C:5]([NH2:6])=[C:4]([I:9])[CH:3]=1.O.[C:11](Cl)(=[O:15])[O:12][CH2:13][CH3:14]. Product: [Br:1][C:2]1[CH:8]=[CH:7][C:5]([NH:6][C:11](=[O:15])[O:12][CH2:13][CH3:14])=[C:4]([I:9])[CH:3]=1. The catalyst class is: 17. (2) Reactant: [F:1][C:2]1[CH:7]=[CH:6][C:5]([CH2:8][CH2:9][C:10]2[CH:17]=[CH:16][C:15]([F:18])=[CH:14][C:11]=2[C:12]#N)=[CH:4][CH:3]=1.[OH-:19].[Na+].[OH2:21].Cl. Product: [F:1][C:2]1[CH:7]=[CH:6][C:5]([CH2:8][CH2:9][C:10]2[CH:17]=[CH:16][C:15]([F:18])=[CH:14][C:11]=2[C:12]([OH:21])=[O:19])=[CH:4][CH:3]=1. The catalyst class is: 196. (3) Reactant: [F:1][C:2]([F:13])([F:12])[C:3]1[CH:8]=[CH:7][C:6]([N:9]=[C:10]=[O:11])=[CH:5][CH:4]=1.[O:14]1[CH2:19][CH2:18][N:17]([CH2:20][CH2:21][CH2:22][O:23][C:24]2[CH:25]=[C:26]([CH:28]=[CH:29][CH:30]=2)[NH2:27])[CH2:16][CH2:15]1. Product: [O:14]1[CH2:15][CH2:16][N:17]([CH2:20][CH2:21][CH2:22][O:23][C:24]2[CH:25]=[C:26]([NH:27][C:10]([NH:9][C:6]3[CH:5]=[CH:4][C:3]([C:2]([F:12])([F:13])[F:1])=[CH:8][CH:7]=3)=[O:11])[CH:28]=[CH:29][CH:30]=2)[CH2:18][CH2:19]1. The catalyst class is: 22. (4) Reactant: [NH:1]1[C:8](=[O:9])[CH2:7][C:5](=[O:6])[NH:4][C:2]1=[O:3].[CH:10]([C:12]1[C:20]2[C:15](=[CH:16][CH:17]=[CH:18][CH:19]=2)[N:14]([CH2:21][C:22]2[CH:29]=[CH:28][C:25]([C:26]#[N:27])=[CH:24][CH:23]=2)[CH:13]=1)=O. Product: [O:3]=[C:2]1[NH:4][C:5](=[O:6])[C:7](=[CH:10][C:12]2[C:20]3[C:15](=[CH:16][CH:17]=[CH:18][CH:19]=3)[N:14]([CH2:21][C:22]3[CH:23]=[CH:24][C:25]([C:26]#[N:27])=[CH:28][CH:29]=3)[CH:13]=2)[C:8](=[O:9])[NH:1]1. The catalyst class is: 5. (5) Reactant: [CH3:1][O:2][C:3]1[CH:8]=[CH:7][C:6]([CH2:9][C:10]([NH:12][C:13]2[CH:21]=[CH:20][C:16]([C:17]([OH:19])=O)=[CH:15][CH:14]=2)=[O:11])=[CH:5][CH:4]=1.[NH2:22][C@@H:23]([C:31]1[CH:36]=[CH:35][C:34]([OH:37])=[CH:33][CH:32]=1)[C:24]([O:26][C:27]([CH3:30])([CH3:29])[CH3:28])=[O:25].CN(C(ON1N=NC2C=CC=NC1=2)=[N+](C)C)C.F[P-](F)(F)(F)(F)F. Product: [OH:37][C:34]1[CH:33]=[CH:32][C:31]([C@H:23]([NH:22][C:17](=[O:19])[C:16]2[CH:15]=[CH:14][C:13]([NH:12][C:10](=[O:11])[CH2:9][C:6]3[CH:5]=[CH:4][C:3]([O:2][CH3:1])=[CH:8][CH:7]=3)=[CH:21][CH:20]=2)[C:24]([O:26][C:27]([CH3:29])([CH3:28])[CH3:30])=[O:25])=[CH:36][CH:35]=1. The catalyst class is: 499. (6) Reactant: [F:1][C:2]1[CH:26]=[CH:25][C:5]([CH2:6][O:7][CH2:8][C:9]([NH:11][CH2:12][CH2:13][CH2:14][C:15]2[CH:20]=[CH:19][C:18]([S:21](=[O:24])(=[O:23])[NH2:22])=[CH:17][CH:16]=2)=[O:10])=[CH:4][CH:3]=1.[CH3:27][O:28][C:29]1[CH:30]=[C:31]([CH:35]=[CH:36][C:37]=1[O:38][CH3:39])[C:32](Cl)=[O:33]. Product: [F:1][C:2]1[CH:26]=[CH:25][C:5]([CH2:6][O:7][CH2:8][C:9]([NH:11][CH2:12][CH2:13][CH2:14][C:15]2[CH:20]=[CH:19][C:18]([S:21]([NH:22][C:32](=[O:33])[C:31]3[CH:35]=[CH:36][C:37]([O:38][CH3:39])=[C:29]([O:28][CH3:27])[CH:30]=3)(=[O:24])=[O:23])=[CH:17][CH:16]=2)=[O:10])=[CH:4][CH:3]=1. The catalyst class is: 537. (7) Reactant: [C:1]1([C:7]([C:9]2[CH:14]=[CH:13][CH:12]=[CH:11][CH:10]=2)=[CH2:8])[CH:6]=[CH:5][CH:4]=[CH:3][CH:2]=1.[Br:15]Br. The catalyst class is: 244. Product: [C:1]1([C:7]([C:9]2[CH:10]=[CH:11][CH:12]=[CH:13][CH:14]=2)=[CH:8][Br:15])[CH:6]=[CH:5][CH:4]=[CH:3][CH:2]=1. (8) Reactant: [O:1]([C:8]1[CH:13]=[CH:12][C:11]([C:14]2[C:22]3[C:17](=[N:18][CH:19]=[N:20][C:21]=3[NH2:23])[NH:16][N:15]=2)=[CH:10][CH:9]=1)[C:2]1[CH:7]=[CH:6][CH:5]=[CH:4][CH:3]=1.CC1C=CC(S(O[CH:35]2[CH2:39][CH2:38][N:37]([C:40]([O:42][C:43]([CH3:46])([CH3:45])[CH3:44])=[O:41])[CH2:36]2)(=O)=O)=CC=1.C(=O)([O-])[O-].[Cs+].[Cs+]. Product: [NH2:23][C:21]1[N:20]=[CH:19][N:18]=[C:17]2[N:16]([CH:39]3[CH2:35][CH2:36][N:37]([C:40]([O:42][C:43]([CH3:46])([CH3:45])[CH3:44])=[O:41])[CH2:38]3)[N:15]=[C:14]([C:11]3[CH:12]=[CH:13][C:8]([O:1][C:2]4[CH:7]=[CH:6][CH:5]=[CH:4][CH:3]=4)=[CH:9][CH:10]=3)[C:22]=12. The catalyst class is: 9. (9) Reactant: [N:1]1([C:7]2[N:12]=[C:11]([NH2:13])[CH:10]=[CH:9][N:8]=2)[CH2:6][CH2:5][O:4][CH2:3][CH2:2]1.[CH3:14][O:15][C:16](=[O:30])[C:17]([C:19]1[C:28]2[C:23](=[CH:24][CH:25]=[CH:26][CH:27]=2)[C:22](Br)=[CH:21][CH:20]=1)=[O:18].C1C=CC(P(C2C(C3C(P(C4C=CC=CC=4)C4C=CC=CC=4)=CC=C4C=3C=CC=C4)=C3C(C=CC=C3)=CC=2)C2C=CC=CC=2)=CC=1. Product: [CH3:14][O:15][C:16](=[O:30])[C:17]([C:19]1[C:28]2[C:23](=[CH:24][CH:25]=[CH:26][CH:27]=2)[C:22]([NH:13][C:11]2[CH:10]=[CH:9][N:8]=[C:7]([N:1]3[CH2:6][CH2:5][O:4][CH2:3][CH2:2]3)[N:12]=2)=[CH:21][CH:20]=1)=[O:18]. The catalyst class is: 222.